This data is from Reaction yield outcomes from USPTO patents with 853,638 reactions. The task is: Predict the reaction yield, written as a fraction of the theoretical maximum amount of product (1.0 means a 100% yield; for example, 0.34 means a 34% yield). The reactants are [C:1]([N:4]1[CH2:9][CH2:8][N:7]([CH2:10][C:11]2[N:15]3[CH2:16][CH2:17][O:18][C:19]4[CH:24]=[CH:23][C:22](Br)=[CH:21][C:20]=4[C:14]3=[N:13][C:12]=2[C:26]([NH2:28])=[O:27])[CH2:6][CH2:5]1)(=[O:3])[CH3:2].BrC1C=CC2OCCN3C(CN4CCCC4)=C(C(N)=O)N=C3C=2C=1.N1(C(=O)C)CCNCC1.[CH3:62][C:63]([OH:67])([C:65]#[CH:66])[CH3:64]. No catalyst specified. The product is [C:1]([N:4]1[CH2:9][CH2:8][N:7]([CH2:10][C:11]2[N:15]3[CH2:16][CH2:17][O:18][C:19]4[CH:24]=[CH:23][C:22]([C:66]#[C:65][C:63]([OH:67])([CH3:64])[CH3:62])=[CH:21][C:20]=4[C:14]3=[N:13][C:12]=2[C:26]([NH2:28])=[O:27])[CH2:6][CH2:5]1)(=[O:3])[CH3:2]. The yield is 0.420.